This data is from Full USPTO retrosynthesis dataset with 1.9M reactions from patents (1976-2016). The task is: Predict the reactants needed to synthesize the given product. Given the product [N+:14]([C:11]1[CH:10]=[CH:9][C:8]([S:5]([N:4]2[CH2:17][CH:18]([C:19]3[CH:24]=[CH:23][CH:22]=[CH:21][CH:20]=3)[CH2:26][C:2](=[O:27])[CH2:3]2)(=[O:7])=[O:6])=[CH:13][CH:12]=1)([O-:16])=[O:15], predict the reactants needed to synthesize it. The reactants are: Cl[C:2](=[CH2:26])[CH2:3][N:4]([CH2:17][CH:18](O)[C:19]1[CH:24]=[CH:23][CH:22]=[CH:21][CH:20]=1)[S:5]([C:8]1[CH:13]=[CH:12][C:11]([N+:14]([O-:16])=[O:15])=[CH:10][CH:9]=1)(=[O:7])=[O:6].[OH:27]S(O)(=O)=O.